From a dataset of Forward reaction prediction with 1.9M reactions from USPTO patents (1976-2016). Predict the product of the given reaction. Given the reactants [Br:1][C:2]1[CH:3]=[CH:4][C:5]([O:10][CH3:11])=[C:6]([CH:9]=1)[CH:7]=[O:8].[N+:12]([O-])([OH:14])=[O:13].O, predict the reaction product. The product is: [Br:1][C:2]1[CH:3]=[C:4]([N+:12]([O-:14])=[O:13])[C:5]([O:10][CH3:11])=[C:6]([CH:9]=1)[CH:7]=[O:8].